The task is: Predict which catalyst facilitates the given reaction.. This data is from Catalyst prediction with 721,799 reactions and 888 catalyst types from USPTO. Reactant: [CH3:1][N:2]([CH3:28])[CH2:3][CH2:4][C@@H:5]([NH:14][C:15]1[CH:20]=[CH:19][C:18]([S:21]([NH2:24])(=[O:23])=[O:22])=[CH:17][C:16]=1[N+:25]([O-:27])=[O:26])[CH2:6][S:7][C:8]1[CH:13]=[CH:12][CH:11]=[CH:10][CH:9]=1.C(N(CC)CC)C.Cl[C:37](OC1C=CC([N+]([O-])=O)=CC=1)=[O:38].[N+:49]([C:52]1[CH:57]=[CH:56][C:55]([N:58]2[CH2:63][CH2:62][NH:61][CH2:60][CH2:59]2)=[CH:54][CH:53]=1)([O-:51])=[O:50]. Product: [CH3:28][N:2]([CH3:1])[CH2:3][CH2:4][C@@H:5]([NH:14][C:15]1[CH:20]=[CH:19][C:18]([S:21]([NH:24][C:37]([N:61]2[CH2:62][CH2:63][N:58]([C:55]3[CH:54]=[CH:53][C:52]([N+:49]([O-:51])=[O:50])=[CH:57][CH:56]=3)[CH2:59][CH2:60]2)=[O:38])(=[O:22])=[O:23])=[CH:17][C:16]=1[N+:25]([O-:27])=[O:26])[CH2:6][S:7][C:8]1[CH:9]=[CH:10][CH:11]=[CH:12][CH:13]=1. The catalyst class is: 154.